This data is from Full USPTO retrosynthesis dataset with 1.9M reactions from patents (1976-2016). The task is: Predict the reactants needed to synthesize the given product. Given the product [CH3:17][O:18][C:19](=[O:29])[CH2:20][C:21]1[CH:26]=[CH:25][C:24]([O:27][C:13]2[CH:12]=[CH:11][N:10]=[C:9]3[CH:8]=[C:7]([C:5]([N:1]4[CH2:4][CH2:3][CH2:2]4)=[O:6])[S:15][C:14]=23)=[CH:23][C:22]=1[Cl:28], predict the reactants needed to synthesize it. The reactants are: [N:1]1([C:5]([C:7]2[S:15][C:14]3[C:9](=[N:10][CH:11]=[CH:12][C:13]=3Cl)[CH:8]=2)=[O:6])[CH2:4][CH2:3][CH2:2]1.[CH3:17][O:18][C:19](=[O:29])[CH2:20][C:21]1[CH:26]=[CH:25][C:24]([OH:27])=[CH:23][C:22]=1[Cl:28].C([O-])([O-])=O.[Cs+].[Cs+].CCOC(C)=O.